This data is from Forward reaction prediction with 1.9M reactions from USPTO patents (1976-2016). The task is: Predict the product of the given reaction. (1) Given the reactants [Br:1][C:2]1[CH:10]=[C:6]([C:7]([OH:9])=O)[C:5]([OH:11])=[CH:4][CH:3]=1.[CH3:12][C:13]1[CH:14]=[C:15]([CH:17]=[C:18]([CH3:20])[CH:19]=1)[NH2:16], predict the reaction product. The product is: [Br:1][C:2]1[CH:3]=[CH:4][C:5]([OH:11])=[C:6]([CH:10]=1)[C:7]([NH:16][C:15]1[CH:17]=[C:18]([CH3:20])[CH:19]=[C:13]([CH3:12])[CH:14]=1)=[O:9]. (2) Given the reactants [O:1]([C:3]1[CH:4]=[C:5]([CH:8]=[C:9]([O:13][CH3:14])[C:10]=1[O:11][CH3:12])[CH2:6]O)[CH3:2].P(Br)(Br)[Br:16].O, predict the reaction product. The product is: [O:1]([C:3]1[CH:4]=[C:5]([CH:8]=[C:9]([O:13][CH3:14])[C:10]=1[O:11][CH3:12])[CH2:6][Br:16])[CH3:2].